Dataset: Catalyst prediction with 721,799 reactions and 888 catalyst types from USPTO. Task: Predict which catalyst facilitates the given reaction. (1) Reactant: [Li+].[OH-].[CH:3]1([C@H:8]([NH:13][C:14]([C:16]2[C:25]([NH:26][C:27]([NH:29][C:30]3[C:35]([Cl:36])=[CH:34][C:33]([Cl:37])=[CH:32][C:31]=3[Cl:38])=[O:28])=[CH:24][C:23]3[C:18](=[CH:19][CH:20]=[CH:21][CH:22]=3)[CH:17]=2)=[O:15])[C:9]([O:11]C)=[O:10])[CH2:7][CH2:6][CH2:5][CH2:4]1.Cl.C(OCC)(=O)C. Product: [CH:3]1([C@H:8]([NH:13][C:14]([C:16]2[C:25]([NH:26][C:27]([NH:29][C:30]3[C:31]([Cl:38])=[CH:32][C:33]([Cl:37])=[CH:34][C:35]=3[Cl:36])=[O:28])=[CH:24][C:23]3[C:18](=[CH:19][CH:20]=[CH:21][CH:22]=3)[CH:17]=2)=[O:15])[C:9]([OH:11])=[O:10])[CH2:7][CH2:6][CH2:5][CH2:4]1. The catalyst class is: 776. (2) Reactant: [NH2:1][C:2]1[S:3][CH:4]=[CH:5][N:6]=1.N1C=CC=CC=1.Cl[C:14]([O:16][C:17]1[CH:22]=[CH:21][CH:20]=[CH:19][CH:18]=1)=[O:15].C(OCC)(=O)C.O1CCCC1. Product: [C:17]1([O:16][C:14](=[O:15])[NH:1][C:2]2[S:3][CH:4]=[CH:5][N:6]=2)[CH:22]=[CH:21][CH:20]=[CH:19][CH:18]=1. The catalyst class is: 35. (3) The catalyst class is: 190. Product: [CH2:1]([O:8][C:9]1[CH:14]=[CH:13][C:12]([NH2:15])=[C:11]([F:18])[CH:10]=1)[C:2]1[CH:3]=[CH:4][CH:5]=[CH:6][CH:7]=1. Reactant: [CH2:1]([O:8][C:9]1[CH:14]=[CH:13][C:12]([N+:15]([O-])=O)=[C:11]([F:18])[CH:10]=1)[C:2]1[CH:7]=[CH:6][CH:5]=[CH:4][CH:3]=1.[Cl-].[NH4+]. (4) Reactant: C[Si]([C:5]#[C:6][C:7]1[CH:12]=[CH:11][C:10]([C:13]2[O:17][CH:16]=[N:15][CH:14]=2)=[CH:9][CH:8]=1)(C)C.C(=O)([O-])[O-].[K+].[K+]. Product: [C:6]([C:7]1[CH:12]=[CH:11][C:10]([C:13]2[O:17][CH:16]=[N:15][CH:14]=2)=[CH:9][CH:8]=1)#[CH:5]. The catalyst class is: 5. (5) Reactant: [CH:1]1[C:13]2[N:12]([C:14]3[CH:19]=[CH:18][CH:17]=[C:16]([N:20]4[C:32]5[CH:31]=[CH:30][CH:29]=[CH:28][C:27]=5[C:26]5[C:21]4=[CH:22][CH:23]=[CH:24][CH:25]=5)[N:15]=3)[C:11]3[C:6](=[CH:7][CH:8]=[CH:9][CH:10]=3)[C:5]=2[CH:4]=[CH:3][CH:2]=1.O=P(Cl)(Cl)Cl.CN([CH:41]=[O:42])C.O=P(Cl)(Cl)Cl.[OH-].[K+].O. Product: [CH:10]1[C:11]2[N:12]([C:14]3[N:15]=[C:16]([N:20]4[C:32]5[CH:31]=[CH:30][C:29]([CH:41]=[O:42])=[CH:28][C:27]=5[C:26]5[C:21]4=[CH:22][CH:23]=[CH:24][CH:25]=5)[CH:17]=[CH:18][CH:19]=3)[C:13]3[C:5](=[CH:4][CH:3]=[CH:2][CH:1]=3)[C:6]=2[CH:7]=[CH:8][CH:9]=1. The catalyst class is: 825. (6) Reactant: [NH:1]([C:27]([O:29][C:30]([CH3:33])([CH3:32])[CH3:31])=[O:28])[C@H:2]([C:24]([OH:26])=[O:25])[CH2:3][O:4][C:5]([C:18]1[CH:23]=[CH:22][CH:21]=[CH:20][CH:19]=1)([C:12]1[CH:17]=[CH:16][CH:15]=[CH:14][CH:13]=1)[C:6]1[CH:11]=[CH:10][CH:9]=[CH:8][CH:7]=1.Cl.[CH3:35][O:36][NH:37][CH3:38].CCN(C(C)C)C(C)C. Product: [NH:1]([C:27]([O:29][C:30]([CH3:33])([CH3:32])[CH3:31])=[O:28])[C@H:2]([C:24]([OH:26])=[O:25])[CH2:3][O:4][C:5]([C:12]1[CH:13]=[CH:14][CH:15]=[CH:16][CH:17]=1)([C:18]1[CH:23]=[CH:22][CH:21]=[CH:20][CH:19]=1)[C:6]1[CH:11]=[CH:10][CH:9]=[CH:8][CH:7]=1.[CH3:35][O:36][N-:37][CH3:38]. The catalyst class is: 2. (7) Reactant: [OH:1][C:2]1[CH:3]=[C:4]([CH:18]=[CH:19][CH:20]=1)[C:5]([NH:7][C:8]1[CH:13]=[CH:12][C:11]([C:14]([F:17])([F:16])[F:15])=[CH:10][CH:9]=1)=[O:6].C(=O)([O-])[O-].[K+].[K+].F[C:28]1[CH:33]=[CH:32][C:31]([N+:34]([O-:36])=[O:35])=[CH:30][CH:29]=1.O. Product: [N+:34]([C:31]1[CH:32]=[CH:33][C:28]([O:1][C:2]2[CH:3]=[C:4]([CH:18]=[CH:19][CH:20]=2)[C:5]([NH:7][C:8]2[CH:9]=[CH:10][C:11]([C:14]([F:15])([F:16])[F:17])=[CH:12][CH:13]=2)=[O:6])=[CH:29][CH:30]=1)([O-:36])=[O:35]. The catalyst class is: 9.